Regression/Classification. Given a drug SMILES string, predict its absorption, distribution, metabolism, or excretion properties. Task type varies by dataset: regression for continuous measurements (e.g., permeability, clearance, half-life) or binary classification for categorical outcomes (e.g., BBB penetration, CYP inhibition). For this dataset (b3db_regression), we predict Y. From a dataset of Blood-brain barrier permeability regression values from the B3DB database. (1) The Y is -0.800 log(BB ratio). The compound is NC(NC1=NC(CSCC/N=C(NC)/NC#N)=CS1)=N. (2) The drug is [N-]=[N+]=O. The Y is 0.0300 log(BB ratio). (3) The molecule is CC1C=NC2=C1C(=O)NC(=O)N2C. The Y is -0.300 log(BB ratio). (4) The drug is CC(C)NCC(COC1=CC=CC=C1CC=C)O. The Y is -0.230 log(BB ratio).